From a dataset of NCI-60 drug combinations with 297,098 pairs across 59 cell lines. Regression. Given two drug SMILES strings and cell line genomic features, predict the synergy score measuring deviation from expected non-interaction effect. (1) Drug 1: CC12CCC(CC1=CCC3C2CCC4(C3CC=C4C5=CN=CC=C5)C)O. Drug 2: CCCCC(=O)OCC(=O)C1(CC(C2=C(C1)C(=C3C(=C2O)C(=O)C4=C(C3=O)C=CC=C4OC)O)OC5CC(C(C(O5)C)O)NC(=O)C(F)(F)F)O. Cell line: UO-31. Synergy scores: CSS=32.7, Synergy_ZIP=12.5, Synergy_Bliss=12.6, Synergy_Loewe=14.5, Synergy_HSA=14.8. (2) Drug 1: CC1C(C(CC(O1)OC2CC(CC3=C2C(=C4C(=C3O)C(=O)C5=C(C4=O)C(=CC=C5)OC)O)(C(=O)C)O)N)O.Cl. Drug 2: C1=CN(C=N1)CC(O)(P(=O)(O)O)P(=O)(O)O. Cell line: SF-268. Synergy scores: CSS=1.21, Synergy_ZIP=-8.59, Synergy_Bliss=-17.2, Synergy_Loewe=-18.2, Synergy_HSA=-18.4.